This data is from Catalyst prediction with 721,799 reactions and 888 catalyst types from USPTO. The task is: Predict which catalyst facilitates the given reaction. (1) Reactant: [CH2:1]([O:5][C:6]1[C:15]2[C:10](=[CH:11][CH:12]=[C:13](/[CH:16]=[CH:17]/[C:18](O)=[O:19])[CH:14]=2)[C:9](=[O:21])[N:8]([CH2:22][C:23]([CH3:26])([CH3:25])[CH3:24])[C:7]=1[CH2:27][NH:28][C:29]([O:31][C:32]([CH3:35])([CH3:34])[CH3:33])=[O:30])[CH2:2][CH2:3][CH3:4].Cl.C([N:39]=C=NCCCN(C)C)C.[NH4+].ON1C2C=CC=CC=2N=N1.O. Product: [CH2:1]([O:5][C:6]1[C:15]2[C:10](=[CH:11][CH:12]=[C:13](/[CH:16]=[CH:17]/[C:18]([NH2:39])=[O:19])[CH:14]=2)[C:9](=[O:21])[N:8]([CH2:22][C:23]([CH3:24])([CH3:25])[CH3:26])[C:7]=1[CH2:27][NH:28][C:29]([O:31][C:32]([CH3:35])([CH3:34])[CH3:33])=[O:30])[CH2:2][CH2:3][CH3:4]. The catalyst class is: 9. (2) Reactant: Cl[Sn]Cl.[N+:4]([C:7]1[CH:8]=[C:9]([CH:16]=[CH:17][CH:18]=1)[CH2:10][NH:11][C:12](=[O:15])[CH:13]=[CH2:14])([O-])=O. Product: [NH2:4][C:7]1[CH:8]=[C:9]([CH:16]=[CH:17][CH:18]=1)[CH2:10][NH:11][C:12](=[O:15])[CH:13]=[CH2:14]. The catalyst class is: 14. (3) Reactant: [F:1][C:2]1[CH:23]=[CH:22][CH:21]=[CH:20][C:3]=1[CH2:4][N:5]1[C:13]2[C:8](=[CH:9][C:10]([N+:14]([O-:16])=[O:15])=[CH:11][CH:12]=2)[CH:7]=[C:6]1[C:17](O)=[O:18].[NH2:24][C:25]1[CH:30]=[CH:29][CH:28]=[CH:27][CH:26]=1. Product: [F:1][C:2]1[CH:23]=[CH:22][CH:21]=[CH:20][C:3]=1[CH2:4][N:5]1[C:13]2[C:8](=[CH:9][C:10]([N+:14]([O-:16])=[O:15])=[CH:11][CH:12]=2)[CH:7]=[C:6]1[C:17]([NH:24][C:25]1[CH:30]=[CH:29][CH:28]=[CH:27][CH:26]=1)=[O:18]. The catalyst class is: 6.